This data is from Catalyst prediction with 721,799 reactions and 888 catalyst types from USPTO. The task is: Predict which catalyst facilitates the given reaction. (1) Reactant: [CH:1]1[C:11]2[CH2:10][C:9]3([CH2:15][CH2:14][CH:13]([N:16]4[CH2:21][CH2:20][CH2:19][CH:18]([C:22]([OH:24])=O)[CH2:17]4)[CH2:12]3)C3C=CC=CC=3[CH2:6][C:5]=2[CH:4]=[CH:3][CH:2]=1.CC[N:31](C(C)C)C(C)C.CN(C(ON1N=N[C:48]2[CH:49]=[CH:50][CH:51]=[CH:52][C:47]1=2)=[N+](C)C)C.[B-](F)(F)(F)F.C[Si](N[Si](C)(C)C)(C)C. Product: [CH:1]1[C:11]2[CH2:10][C:9]3([CH2:15][CH2:14][CH:13]([N:16]4[CH2:21][CH2:20][CH2:19][CH:18]([C:22]([NH2:31])=[O:24])[CH2:17]4)[CH2:12]3)[C:48]3[CH:49]=[CH:50][CH:51]=[CH:52][C:47]=3[CH2:6][C:5]=2[CH:4]=[CH:3][CH:2]=1. The catalyst class is: 3. (2) Reactant: [CH2:1]([O:8][C:9]1[CH:14]=[CH:13][C:12]([NH:15][C:16](=[S:27])[C:17]2[CH:22]=[CH:21][C:20]([Cl:23])=[C:19]([N+:24]([O-:26])=[O:25])[CH:18]=2)=[CH:11][CH:10]=1)[C:2]1[CH:7]=[CH:6][CH:5]=[CH:4][CH:3]=1.[OH-].[Na+].[K]. Product: [CH2:1]([O:8][C:9]1[CH:14]=[CH:13][C:12]2[N:15]=[C:16]([C:17]3[CH:22]=[CH:21][C:20]([Cl:23])=[C:19]([N+:24]([O-:26])=[O:25])[CH:18]=3)[S:27][C:11]=2[CH:10]=1)[C:2]1[CH:3]=[CH:4][CH:5]=[CH:6][CH:7]=1. The catalyst class is: 5. (3) Reactant: [OH:1][C@H:2]1[CH2:21][CH2:20][C@@:19]2([CH3:22])[C@@H:4]([CH2:5][CH2:6][C@@H:7]3[C@@H:18]2[CH2:17][CH2:16][C@@:15]2([CH3:23])[C@H:8]3[CH2:9][CH2:10][C@@H:11]2[C:12](=[O:14])[CH3:13])[CH2:3]1.[Br-].[Na+].[O-]Cl.[Na+].C(OCC)(=O)C.CCCCCC. Product: [CH3:13][C:12](=[O:14])[C@@H:11]1[C@:15]2([CH3:23])[C@H:8]([C@H:7]3[C@H:18]([CH2:17][CH2:16]2)[C@:19]2([CH3:22])[C@H:4]([CH2:3][C:2](=[O:1])[CH2:21][CH2:20]2)[CH2:5][CH2:6]3)[CH2:9][CH2:10]1. The catalyst class is: 15.